This data is from Catalyst prediction with 721,799 reactions and 888 catalyst types from USPTO. The task is: Predict which catalyst facilitates the given reaction. (1) Reactant: [NH:1]1[CH2:6][CH2:5][O:4][CH2:3][CH2:2]1.C(N(CC)CC)C.[Cl:14][C:15]1[N:20]=[C:19](Cl)[C:18]([N+:22]([O-:24])=[O:23])=[C:17]([Cl:25])[N:16]=1. Product: [Cl:14][C:15]1[N:20]=[C:19]([N:1]2[CH2:6][CH2:5][O:4][CH2:3][CH2:2]2)[C:18]([N+:22]([O-:24])=[O:23])=[C:17]([Cl:25])[N:16]=1. The catalyst class is: 4. (2) Reactant: [CH3:1][C:2]1[CH:7]=[CH:6][N:5]=[CH:4][C:3]=1[N:8]1[CH2:12][CH2:11][NH:10][C:9]1=[O:13].C(OC([N:21]1[C:30]2[C:25](=[CH:26][C:27](Br)=[CH:28][CH:29]=2)[CH2:24][CH2:23][C:22]1=[O:32])=O)(C)(C)C.N[C@@H]1CCCC[C@H]1N.C(=O)([O-])[O-].[K+].[K+]. Product: [CH3:1][C:2]1[CH:7]=[CH:6][N:5]=[CH:4][C:3]=1[N:8]1[CH2:12][CH2:11][N:10]([C:27]2[CH:26]=[C:25]3[C:30](=[CH:29][CH:28]=2)[NH:21][C:22](=[O:32])[CH2:23][CH2:24]3)[C:9]1=[O:13]. The catalyst class is: 246.